The task is: Predict the reactants needed to synthesize the given product.. This data is from Full USPTO retrosynthesis dataset with 1.9M reactions from patents (1976-2016). (1) Given the product [N+:11]([C:14]1[CH:19]=[CH:18][C:17]([O:20][CH2:2][CH2:3][CH2:4][N:5]2[CH2:10][CH2:9][CH2:8][CH2:7][CH2:6]2)=[CH:16][CH:15]=1)([O-:13])=[O:12], predict the reactants needed to synthesize it. The reactants are: Cl[CH2:2][CH2:3][CH2:4][N:5]1[CH2:10][CH2:9][CH2:8][CH2:7][CH2:6]1.[N+:11]([C:14]1[CH:19]=[CH:18][C:17]([OH:20])=[CH:16][CH:15]=1)([O-:13])=[O:12].C([O-])([O-])=O.[K+].[K+]. (2) The reactants are: [H-].[Na+].[CH:3]1([OH:7])[CH2:6][CH2:5][CH2:4]1.Cl[C:9]1[C:14]([Cl:15])=[CH:13][CH:12]=[CH:11][N:10]=1.O. Given the product [Cl:15][C:14]1[C:9]([O:7][CH:3]2[CH2:6][CH2:5][CH2:4]2)=[N:10][CH:11]=[CH:12][CH:13]=1, predict the reactants needed to synthesize it.